The task is: Predict which catalyst facilitates the given reaction.. This data is from Catalyst prediction with 721,799 reactions and 888 catalyst types from USPTO. (1) Reactant: [CH3:1][C:2]([CH3:16])([CH3:15])[C:3]([O:5][C:6]1[CH:11]=[C:10]([NH2:12])[CH:9]=[CH:8][C:7]=1[O:13][CH3:14])=[O:4].[N+:17]([O-:20])([O-])=[O:18].[NH4+].[F:22][C:23]([F:34])([F:33])[C:24](O[C:24](=[O:25])[C:23]([F:34])([F:33])[F:22])=[O:25]. Product: [CH3:1][C:2]([CH3:16])([CH3:15])[C:3]([O:5][C:6]1[CH:11]=[C:10]([NH:12][C:24](=[O:25])[C:23]([F:34])([F:33])[F:22])[C:9]([N+:17]([O-:20])=[O:18])=[CH:8][C:7]=1[O:13][CH3:14])=[O:4]. The catalyst class is: 22. (2) Reactant: Cl.Cl.[NH:3]1[CH2:8][CH2:7][CH:6](/[CH:9]=[C:10]2/[C:11]([NH:16][CH2:17][C:18]#[CH:19])=[N:12][C:13](=[O:15])[S:14]/2)[CH2:5][CH2:4]1.C(=O)([O-])[O-].[K+].[K+].Br[CH2:27][C:28]1[CH:33]=[CH:32][CH:31]=[CH:30][C:29]=1[C:34]([F:37])([F:36])[F:35].O. Product: [CH2:17]([NH:16][C:11]1=[N:12][C:13](=[O:15])[S:14]/[C:10]/1=[CH:9]\[CH:6]1[CH2:7][CH2:8][N:3]([CH2:27][C:28]2[CH:33]=[CH:32][CH:31]=[CH:30][C:29]=2[C:34]([F:35])([F:36])[F:37])[CH2:4][CH2:5]1)[C:18]#[CH:19]. The catalyst class is: 3. (3) Reactant: [C:1](#[N:8])[C:2]1[CH:7]=[CH:6][CH:5]=[CH:4][CH:3]=1.[N-:9]=[N+:10]=[N-:11].[Na+].Cl.C(N(CC)CC)C. Product: [C:2]1([C:1]2[NH:11][N:10]=[N:9][N:8]=2)[CH:7]=[CH:6][CH:5]=[CH:4][CH:3]=1. The catalyst class is: 113. (4) Reactant: [BH3-][C:2]#[N:3].[Na+].N[CH:6]1[CH:11]2[CH:7]1[CH2:8][N:9]([C:12]([C:14]1[S:22][C:21]3[C:16](=[N:17][CH:18]=[CH:19][C:20]=3[Cl:23])[CH:15]=1)=[O:13])[CH2:10]2.C=O.[CH3:26]C(O)=O. Product: [Cl:23][C:20]1[CH:19]=[CH:18][N:17]=[C:16]2[CH:15]=[C:14]([C:12]([N:9]3[CH2:10][CH:11]4[CH:7]([CH:6]4[N:3]([CH3:2])[CH3:26])[CH2:8]3)=[O:13])[S:22][C:21]=12. The catalyst class is: 23. (5) Reactant: C(OC([N:8]1[CH2:12][CH2:11][CH2:10][CH:9]1[C:13]1[CH:14]=[C:15]([CH:19]=[CH:20][CH:21]=1)[C:16]([OH:18])=O)=O)(C)(C)C.[NH2:22][CH2:23][CH:24]([OH:36])[CH2:25][N:26]1[CH2:35][CH2:34][C:33]2[C:28](=[CH:29][CH:30]=[CH:31][CH:32]=2)[CH2:27]1.C1N(P(Cl)(N2C(=O)OCC2)=O)C(=O)OC1.CCN(C(C)C)C(C)C. Product: [CH2:27]1[C:28]2[C:33](=[CH:32][CH:31]=[CH:30][CH:29]=2)[CH2:34][CH2:35][N:26]1[CH2:25][CH:24]([OH:36])[CH2:23][NH:22][C:16](=[O:18])[C:15]1[CH:19]=[CH:20][CH:21]=[C:13]([CH:9]2[CH2:10][CH2:11][CH2:12][NH:8]2)[CH:14]=1. The catalyst class is: 34. (6) Reactant: [C:1]1([C:7]2[O:8][C:9]([C:14]3[CH:15]=[N:16][CH:17]=[CH:18][CH:19]=3)=[C:10]([CH2:12]O)[N:11]=2)[CH:6]=[CH:5][CH:4]=[CH:3][CH:2]=1.C(N(CC)CC)C.CS([Cl:31])(=O)=O. Product: [Cl:31][CH2:12][C:10]1[N:11]=[C:7]([C:1]2[CH:6]=[CH:5][CH:4]=[CH:3][CH:2]=2)[O:8][C:9]=1[C:14]1[CH:15]=[N:16][CH:17]=[CH:18][CH:19]=1. The catalyst class is: 4.